This data is from Peptide-MHC class I binding affinity with 185,985 pairs from IEDB/IMGT. The task is: Regression. Given a peptide amino acid sequence and an MHC pseudo amino acid sequence, predict their binding affinity value. This is MHC class I binding data. (1) The peptide sequence is YMDDVVLGV. The MHC is HLA-A68:02 with pseudo-sequence HLA-A68:02. The binding affinity (normalized) is 0.441. (2) The peptide sequence is DTVWEVQGYK. The MHC is HLA-A11:01 with pseudo-sequence HLA-A11:01. The binding affinity (normalized) is 0.601. (3) The peptide sequence is VSSLWSMIW. The MHC is HLA-A01:01 with pseudo-sequence HLA-A01:01. The binding affinity (normalized) is 0.00747. (4) The peptide sequence is PISELSRLR. The MHC is HLA-A68:01 with pseudo-sequence HLA-A68:01. The binding affinity (normalized) is 0.397. (5) The peptide sequence is GDYKLVEI. The MHC is HLA-A03:01 with pseudo-sequence HLA-A03:01. The binding affinity (normalized) is 0. (6) The peptide sequence is TTLSIYFLL. The MHC is HLA-A24:02 with pseudo-sequence HLA-A24:02. The binding affinity (normalized) is 0.587. (7) The binding affinity (normalized) is 0.0142. The MHC is Mamu-A11 with pseudo-sequence Mamu-A11. The peptide sequence is WDDPWGEVLAW. (8) The peptide sequence is SKFKNFRVY. The MHC is Mamu-B17 with pseudo-sequence Mamu-B17. The binding affinity (normalized) is 0.0432.